This data is from Forward reaction prediction with 1.9M reactions from USPTO patents (1976-2016). The task is: Predict the product of the given reaction. (1) Given the reactants [CH3:1][O:2][C:3]([C:5]1[N:6]=[CH:7][C:8]2[C:13]([C:14]=1[OH:15])=[CH:12][CH:11]=[CH:10][C:9]=2I)=[O:4].[CH3:17][O:18][C:19]1[CH:24]=[CH:23][C:22]([OH:25])=[CH:21][CH:20]=1.C([O-])([O-])=O.[Cs+].[Cs+].CC(C)(C(=O)CC(=O)C(C)(C)C)C.Cl, predict the reaction product. The product is: [CH3:1][O:2][C:3]([C:5]1[N:6]=[CH:7][C:8]2[C:13]([C:14]=1[OH:15])=[CH:12][CH:11]=[CH:10][C:9]=2[O:25][C:22]1[CH:23]=[CH:24][C:19]([O:18][CH3:17])=[CH:20][CH:21]=1)=[O:4]. (2) Given the reactants [Br:1][C:2]1[CH:3]=[C:4]2[C:9](=[CH:10][CH:11]=1)[C:8](Cl)=[N:7][N:6]=[CH:5]2.[NH3:13], predict the reaction product. The product is: [Br:1][C:2]1[CH:3]=[C:4]2[C:9](=[CH:10][CH:11]=1)[C:8]([NH2:13])=[N:7][N:6]=[CH:5]2. (3) Given the reactants Br[C:2]1[CH:7]=[CH:6][C:5]([Br:8])=[CH:4][CH:3]=1.C([Li])CCC.[F:14][C:15]1[CH:29]=[CH:28][C:18]([CH:19]=[N:20][CH:21]([CH2:24][CH:25]([CH3:27])[CH3:26])[CH2:22][OH:23])=[CH:17][CH:16]=1.O, predict the reaction product. The product is: [Br:8][C:5]1[CH:6]=[CH:7][C:2]([C@H:19]([NH:20][C@@H:21]([CH2:24][CH:25]([CH3:27])[CH3:26])[CH2:22][OH:23])[C:18]2[CH:17]=[CH:16][C:15]([F:14])=[CH:29][CH:28]=2)=[CH:3][CH:4]=1. (4) Given the reactants [F:1][C:2]1[CH:7]=[CH:6][C:5]([F:8])=[CH:4][C:3]=1[CH:9]([S:20]([C:23]1[CH:28]=[CH:27][C:26]([F:29])=[CH:25][CH:24]=1)(=[O:22])=[O:21])[C:10]1[C:11]([CH3:19])=[CH:12][C:13]([C:16]([OH:18])=O)=[N:14][CH:15]=1.[CH3:30][NH:31][CH2:32][CH2:33][OH:34].ON1C2C=CC=CC=2N=N1.CN1CCOCC1.Cl.C(N=C=NCCCN(C)C)C, predict the reaction product. The product is: [F:1][C:2]1[CH:7]=[CH:6][C:5]([F:8])=[CH:4][C:3]=1[CH:9]([S:20]([C:23]1[CH:24]=[CH:25][C:26]([F:29])=[CH:27][CH:28]=1)(=[O:22])=[O:21])[C:10]1[C:11]([CH3:19])=[CH:12][C:13]([C:16]([N:31]([CH2:32][CH2:33][OH:34])[CH3:30])=[O:18])=[N:14][CH:15]=1. (5) Given the reactants F[C:2](F)(F)C(O)=O.[NH:8]1[CH2:11][CH:10]([N:12]2[C:16]([C:17]3[CH:40]=[C:39]([Cl:41])[CH:38]=[CH:37][C:18]=3[O:19][C:20]3[C:25]([F:26])=[CH:24][C:23]([S:27]([NH:30][C:31]4[S:35][N:34]=[CH:33][N:32]=4)(=[O:29])=[O:28])=[C:22]([F:36])[CH:21]=3)=[CH:15][CH:14]=[N:13]2)[CH2:9]1.C(O)(=O)C.C=O.C(O[BH-](OC(=O)C)OC(=O)C)(=O)C.[Na+], predict the reaction product. The product is: [Cl:41][C:39]1[CH:38]=[CH:37][C:18]([O:19][C:20]2[C:25]([F:26])=[CH:24][C:23]([S:27]([NH:30][C:31]3[S:35][N:34]=[CH:33][N:32]=3)(=[O:28])=[O:29])=[C:22]([F:36])[CH:21]=2)=[C:17]([C:16]2[N:12]([CH:10]3[CH2:9][N:8]([CH3:2])[CH2:11]3)[N:13]=[CH:14][CH:15]=2)[CH:40]=1.